This data is from Catalyst prediction with 721,799 reactions and 888 catalyst types from USPTO. The task is: Predict which catalyst facilitates the given reaction. (1) Reactant: N1C=CC=CC=1.[NH2:7][C:8]1[N:13]=[C:12]([S:14][CH2:15][S:16]([NH:19][CH:20]2[CH2:22][CH2:21]2)(=[O:18])=[O:17])[C:11]([CH:23]=O)=[C:10]([C:25]2[CH:30]=[CH:29][C:28]([CH3:31])=[CH:27][C:26]=2[CH3:32])[N:9]=1.FC(F)(F)C(OC(=O)C(F)(F)F)=O.N. Product: [CH:20]1([NH:19][S:16]([C:15]2[S:14][C:12]3[N:13]=[C:8]([NH2:7])[N:9]=[C:10]([C:25]4[CH:30]=[CH:29][C:28]([CH3:31])=[CH:27][C:26]=4[CH3:32])[C:11]=3[CH:23]=2)(=[O:18])=[O:17])[CH2:22][CH2:21]1. The catalyst class is: 4. (2) Reactant: [CH3:1][N:2]1[CH2:7][CH2:6][NH:5][CH2:4][CH2:3]1.[C:8]1(=O)[CH2:13][CH2:12][CH2:11][CH:10]=[CH:9]1.C([O-])([O-])=O.[K+].[K+].[NH2:21][OH:22].Cl. Product: [CH3:1][N:2]1[CH2:7][CH2:6][N:5]([CH:10]2[CH2:11][CH2:12][CH2:13][C:8](=[N:21][OH:22])[CH2:9]2)[CH2:4][CH2:3]1. The catalyst class is: 8. (3) Reactant: [N+:1]([C:4]1[CH:13]=[C:12]2[C:7]([CH2:8][CH2:9][CH2:10][C:11]2=[O:14])=[CH:6][CH:5]=1)([O-:3])=[O:2].[N-:15]=[N+]=[N-].[Na+].S(=O)(=O)(O)O.[OH-].[NH4+]. Product: [N+:1]([C:4]1[CH:5]=[CH:6][C:7]2[CH2:8][CH2:9][CH2:10][NH:15][C:11](=[O:14])[C:12]=2[CH:13]=1)([O-:3])=[O:2]. The catalyst class is: 15. (4) Reactant: [C:1]1([C:7]([CH2:9][C:10]2[CH:15]=[CH:14][CH:13]=[CH:12][CH:11]=2)=[O:8])[CH:6]=[CH:5][CH:4]=[CH:3][CH:2]=1.C[Si]([N-][Si](C)(C)C)(C)C.[Li+].Br[CH2:27][C:28]1[CH:37]=[CH:36][C:31]([C:32]([O:34][CH3:35])=[O:33])=[CH:30][CH:29]=1.O. Product: [CH3:35][O:34][C:32]([C:31]1[CH:36]=[CH:37][C:28]([CH2:27][CH:9]([C:7]([C:1]2[CH:2]=[CH:3][CH:4]=[CH:5][CH:6]=2)=[O:8])[C:10]2[CH:11]=[CH:12][CH:13]=[CH:14][CH:15]=2)=[CH:29][CH:30]=1)=[O:33]. The catalyst class is: 1. (5) Reactant: Br[C:2]1[C:3](=[O:10])[N:4]([CH3:9])[N:5]=[C:6]([Cl:8])[CH:7]=1.[NH2:11][C:12]1[N:17]=[CH:16][C:15]([N:18]2[CH2:23][CH2:22][C:21]([CH3:25])([OH:24])[CH2:20][CH2:19]2)=[CH:14][CH:13]=1.CC1(C)C2C(=C(P(C3C=CC=CC=3)C3C=CC=CC=3)C=CC=2)OC2C(P(C3C=CC=CC=3)C3C=CC=CC=3)=CC=CC1=2.C(=O)([O-])[O-].[Cs+].[Cs+]. Product: [Cl:8][C:6]1[CH:7]=[C:2]([NH:11][C:12]2[CH:13]=[CH:14][C:15]([N:18]3[CH2:23][CH2:22][C:21]([OH:24])([CH3:25])[CH2:20][CH2:19]3)=[CH:16][N:17]=2)[C:3](=[O:10])[N:4]([CH3:9])[N:5]=1. The catalyst class is: 62.